Predict the product of the given reaction. From a dataset of Forward reaction prediction with 1.9M reactions from USPTO patents (1976-2016). Given the reactants [C:1]([C:3]1[C:4]([N:16]2[CH2:19][CH:18]([C:20]([OH:22])=O)[CH2:17]2)=[N:5][C:6]([CH2:14][F:15])=[C:7]([C:9]([O:11][CH2:12][CH3:13])=[O:10])[CH:8]=1)#[N:2].[F:23][C:24]1[CH:29]=[CH:28][CH:27]=[CH:26][C:25]=1[CH2:30][S:31]([NH2:34])(=[O:33])=[O:32], predict the reaction product. The product is: [C:1]([C:3]1[C:4]([N:16]2[CH2:17][CH:18]([C:20]([NH:34][S:31]([CH2:30][C:25]3[CH:26]=[CH:27][CH:28]=[CH:29][C:24]=3[F:23])(=[O:33])=[O:32])=[O:22])[CH2:19]2)=[N:5][C:6]([CH2:14][F:15])=[C:7]([CH:8]=1)[C:9]([O:11][CH2:12][CH3:13])=[O:10])#[N:2].